Dataset: Forward reaction prediction with 1.9M reactions from USPTO patents (1976-2016). Task: Predict the product of the given reaction. (1) Given the reactants [N:1]1([C:7]2[CH:12]=[CH:11][C:10]([CH2:13][NH2:14])=[CH:9][CH:8]=2)[CH2:6][CH2:5][CH2:4][CH2:3][CH2:2]1.ClC(Cl)(O[C:19](=[O:25])OC(Cl)(Cl)Cl)Cl.[N-:27]=[C:28]=O.[CH3:30][N:31]([CH:33]=[O:34])C, predict the reaction product. The product is: [N:1]1([C:7]2[CH:12]=[CH:11][C:10]([CH2:13][NH:14][C:33]([NH:31][C:30]3[C:28]4[NH:27][C:19](=[O:25])[NH:1][C:2]=4[CH:3]=[CH:4][CH:5]=3)=[O:34])=[CH:9][CH:8]=2)[CH2:6][CH2:5][CH2:4][CH2:3][CH2:2]1. (2) Given the reactants C(=O)([O-])[O-].[Cs+].[Cs+].[OH:7][C:8]1[CH:13]=[CH:12][C:11]([C:14]2[CH:15]=[C:16]3[C:21](=[CH:22][CH:23]=2)[N:20]=[C:19]([C:24]([O:26][CH2:27][CH3:28])=[O:25])[CH:18]=[CH:17]3)=[CH:10][C:9]=1[CH3:29].Cl[CH2:31][C:32]1[C:33]([C:40]2[C:45]([Cl:46])=[CH:44][CH:43]=[CH:42][C:41]=2[Cl:47])=[N:34][O:35][C:36]=1[CH:37]([CH3:39])[CH3:38].O, predict the reaction product. The product is: [Cl:46][C:45]1[CH:44]=[CH:43][CH:42]=[C:41]([Cl:47])[C:40]=1[C:33]1[C:32]([CH2:31][O:7][C:8]2[CH:13]=[CH:12][C:11]([C:14]3[CH:15]=[C:16]4[C:21](=[CH:22][CH:23]=3)[N:20]=[C:19]([C:24]([O:26][CH2:27][CH3:28])=[O:25])[CH:18]=[CH:17]4)=[CH:10][C:9]=2[CH3:29])=[C:36]([CH:37]([CH3:39])[CH3:38])[O:35][N:34]=1. (3) Given the reactants [C:1](OC(=O)C)(=[O:3])C.C(O)=O.[NH2:11][C:12]1[C:13]2[CH:24]=[CH:23][CH:22]=[CH:21][C:14]=2[S:15][C:16]=1[C:17]([O:19][CH3:20])=[O:18], predict the reaction product. The product is: [CH:1]([NH:11][C:12]1[C:13]2[CH:24]=[CH:23][CH:22]=[CH:21][C:14]=2[S:15][C:16]=1[C:17]([O:19][CH3:20])=[O:18])=[O:3]. (4) The product is: [CH2:13]([O:12][C:10](=[O:11])[NH:1][CH2:2][CH2:3][CH2:4][CH2:5][CH2:6][CH2:7][CH2:8][NH2:9])[C:14]1[CH:19]=[CH:18][CH:17]=[CH:16][CH:15]=1. Given the reactants [NH2:1][CH2:2][CH2:3][CH2:4][CH2:5][CH2:6][CH2:7][CH2:8][NH2:9].[C:10](Cl)([O:12][CH2:13][C:14]1[CH:19]=[CH:18][CH:17]=[CH:16][CH:15]=1)=[O:11], predict the reaction product. (5) The product is: [F:20][C:21]1[CH:22]=[C:23]([CH:27]=[C:28]([F:30])[CH:29]=1)[CH2:24][CH2:25][NH:26][S:16]([C:14]1[S:15][C:11]([C:5]2[CH:4]=[C:3]([CH2:1][CH3:2])[C:8](=[O:9])[NH:7][C:6]=2[CH3:10])=[CH:12][CH:13]=1)(=[O:18])=[O:17]. Given the reactants [CH2:1]([C:3]1[C:8](=[O:9])[NH:7][C:6]([CH3:10])=[C:5]([C:11]2[S:15][C:14]([S:16](Cl)(=[O:18])=[O:17])=[CH:13][CH:12]=2)[CH:4]=1)[CH3:2].[F:20][C:21]1[CH:22]=[C:23]([CH:27]=[C:28]([F:30])[CH:29]=1)[CH2:24][CH2:25][NH-:26], predict the reaction product. (6) The product is: [Br:38][CH2:1][CH2:2][CH2:3]/[CH:4]=[CH:5]\[CH2:6][CH2:7][CH2:8][CH2:9][CH3:10]. Given the reactants [CH2:1](O)[CH2:2][CH2:3]/[CH:4]=[CH:5]\[CH2:6][CH2:7][CH2:8][CH2:9][CH3:10].C1(P(C2C=CC=CC=2)C2C=CC=CC=2)C=CC=CC=1.C1C(=O)N([Br:38])C(=O)C1, predict the reaction product.